Predict the reactants needed to synthesize the given product. From a dataset of Full USPTO retrosynthesis dataset with 1.9M reactions from patents (1976-2016). (1) Given the product [C:1]([C:3]1[CH:8]=[CH:7][C:6]([CH3:9])=[CH:5][C:4]=1[CH2:10][C:11]([Cl:17])=[O:13])#[CH:2], predict the reactants needed to synthesize it. The reactants are: [C:1]([C:3]1[CH:8]=[CH:7][C:6]([CH3:9])=[CH:5][C:4]=1[CH2:10][C:11]([OH:13])=O)#[CH:2].C(Cl)(=O)C([Cl:17])=O. (2) Given the product [CH3:1][O:2][C:3]1[CH:4]=[C:5]([C:9]2[C:17]3[O:16][CH:15]([CH2:18][NH:19][C:30](=[O:31])[O:32][CH2:33][C:34]4[CH:39]=[CH:38][CH:37]=[CH:36][CH:35]=4)[CH2:14][C:13]=3[CH:12]=[CH:11][CH:10]=2)[CH:6]=[CH:7][CH:8]=1, predict the reactants needed to synthesize it. The reactants are: [CH3:1][O:2][C:3]1[CH:4]=[C:5]([C:9]2[C:17]3[O:16][CH:15]([CH2:18][NH2:19])[CH2:14][C:13]=3[CH:12]=[CH:11][CH:10]=2)[CH:6]=[CH:7][CH:8]=1.C(N(C(C)C)CC)(C)C.Cl[C:30]([O:32][CH2:33][C:34]1[CH:39]=[CH:38][CH:37]=[CH:36][CH:35]=1)=[O:31].C(OC(=O)NCC1CC2C=CC=C(C3CCCC3)C=2O1)C1C=CC=CC=1. (3) Given the product [OH:17][CH2:16][N:8]([CH2:7][CH:1]1[CH2:6][CH2:5][CH:4]=[CH:3][CH2:2]1)[C:9](=[O:13])[O:10][CH2:11][CH3:12], predict the reactants needed to synthesize it. The reactants are: [CH:1]1([CH2:7][NH:8][C:9](=[O:13])[O:10][CH2:11][CH3:12])[CH2:6][CH2:5][CH:4]=[CH:3][CH2:2]1.C=O.[C:16](=O)([O-])[O-:17].[K+].[K+].C(=O)([O-])[O-].[Cs+].[Cs+]. (4) Given the product [Cl:1][C:2]1[CH:3]=[C:4]([CH2:14][CH2:13][CH2:12][C:11](=[O:15])[CH3:10])[CH:5]=[CH:6][C:7]=1[Cl:8], predict the reactants needed to synthesize it. The reactants are: [Cl:1][C:2]1[CH:3]=[C:4](Br)[CH:5]=[CH:6][C:7]=1[Cl:8].[CH3:10][CH:11]([OH:15])[CH2:12][CH:13]=[CH2:14].[Cl-].[Li+].O.O.C([O-])(=O)C.[Li+].Cl.